The task is: Predict the reaction yield, written as a fraction of the theoretical maximum amount of product (1.0 means a 100% yield; for example, 0.34 means a 34% yield).. This data is from Reaction yield outcomes from USPTO patents with 853,638 reactions. (1) The reactants are [NH2:1][C:2]1[CH:7]=[CH:6][N:5]=[CH:4][CH:3]=1.P(=O)(O)(O)O.[N+]([O-])(O)=O.[N:17]([O-])=O.[Na+].[CH3:21][O:22][CH2:23][C:24](=[O:30])[CH2:25][C:26]([O:28][CH3:29])=[O:27].C([O-])(=O)C.[Na+]. The product is [CH3:21][O:22][CH2:23][C:24](=[O:30])[C:25](=[N:17][NH:1][C:2]1[CH:7]=[CH:6][N:5]=[CH:4][CH:3]=1)[C:26]([O:28][CH3:29])=[O:27]. The catalyst is CO. The yield is 0.190. (2) The product is [S:10]1[CH:14]=[CH:13][CH:12]=[C:11]1[C:15]([NH:7][CH:6]([CH3:8])[C:5]([O:4][CH2:2][CH3:3])=[O:9])=[O:16]. The reactants are Cl.[CH2:2]([O:4][C:5](=[O:9])[CH:6]([CH3:8])[NH2:7])[CH3:3].[S:10]1[CH:14]=[CH:13][CH:12]=[C:11]1[C:15](O)=[O:16].Cl.CN(C)CCCN=C=NCC.O.ON1C2C=CC=CC=2N=N1.C(N(CC)C(C)C)(C)C. The catalyst is CCOC(C)=O.C(Cl)Cl. The yield is 0.780. (3) The reactants are C([O-])([O-])=O.[Cs+].[Cs+].[C:7]([O:10][C@H:11]1[C@@H:24]([O:25][C:26](=[O:28])[CH3:27])[C@H:23]([O:29][C:30](=[O:32])[CH3:31])[C@@H:22]([CH2:33][O:34][C:35](=[O:37])[CH3:36])[O:21][C@@H:12]1[O:13][C:14]1[CH:19]=[CH:18][C:17](Br)=[CH:16][CH:15]=1)(=[O:9])[CH3:8].[CH3:38][O:39][C:40]([C:42]1[CH:47]=[CH:46][C:45](B(O)O)=[CH:44][CH:43]=1)=[O:41].O1CCOCC1. The catalyst is C(Cl)Cl.C1C=CC(/C=C/C(/C=C/C2C=CC=CC=2)=O)=CC=1.C1C=CC(/C=C/C(/C=C/C2C=CC=CC=2)=O)=CC=1.C1C=CC(/C=C/C(/C=C/C2C=CC=CC=2)=O)=CC=1.[Pd].[Pd].COC1C=CC=C(OC)C=1C1C=CC=CC=1P(C1CCCCC1)C1CCCCC1. The product is [C:7]([O:10][C@H:11]1[C@@H:24]([O:25][C:26](=[O:28])[CH3:27])[C@H:23]([O:29][C:30](=[O:32])[CH3:31])[C@@H:22]([CH2:33][O:34][C:35](=[O:37])[CH3:36])[O:21][C@@H:12]1[O:13][C:14]1[CH:19]=[CH:18][C:17]([C:45]2[CH:46]=[CH:47][C:42]([C:40]([O:39][CH3:38])=[O:41])=[CH:43][CH:44]=2)=[CH:16][CH:15]=1)(=[O:9])[CH3:8]. The yield is 0.690. (4) The reactants are [C:1]([C:5]1[C:9]([CH2:10][CH2:11][CH2:12][OH:13])=[CH:8][N:7]([C:14]2[N:15]=[N:16][C:17]([C:20]([F:23])([F:22])[F:21])=[CH:18][CH:19]=2)[N:6]=1)([CH3:4])([CH3:3])[CH3:2].O[C:25]1[C:30]([CH3:31])=[CH:29][CH:28]=[CH:27][C:26]=1[CH2:32][C:33]([O:35]C)=[O:34].C(P(CCCC)CCCC)CCC.N(C(N1CCCCC1)=O)=NC(N1CCCCC1)=O. The catalyst is O1CCCC1. The product is [C:1]([C:5]1[C:9]([CH2:10][CH2:11][CH2:12][O:13][C:25]2[C:30]([CH3:31])=[CH:29][CH:28]=[CH:27][C:26]=2[CH2:32][C:33]([OH:35])=[O:34])=[CH:8][N:7]([C:14]2[N:15]=[N:16][C:17]([C:20]([F:21])([F:22])[F:23])=[CH:18][CH:19]=2)[N:6]=1)([CH3:4])([CH3:2])[CH3:3]. The yield is 0.430. (5) The reactants are [Br:1][C:2]1[CH:7]=[CH:6][C:5]([CH2:8][C:9](O)=[O:10])=[C:4]([F:12])[CH:3]=1.S(Cl)([Cl:15])=O.CN(C=O)C. The catalyst is CC(=O)OCC. The product is [Br:1][C:2]1[CH:7]=[CH:6][C:5]([CH2:8][C:9]([Cl:15])=[O:10])=[C:4]([F:12])[CH:3]=1. The yield is 0.970.